From a dataset of NCI-60 drug combinations with 297,098 pairs across 59 cell lines. Regression. Given two drug SMILES strings and cell line genomic features, predict the synergy score measuring deviation from expected non-interaction effect. (1) Drug 1: CC1CCC2CC(C(=CC=CC=CC(CC(C(=O)C(C(C(=CC(C(=O)CC(OC(=O)C3CCCCN3C(=O)C(=O)C1(O2)O)C(C)CC4CCC(C(C4)OC)OCCO)C)C)O)OC)C)C)C)OC. Synergy scores: CSS=13.1, Synergy_ZIP=12.1, Synergy_Bliss=13.4, Synergy_Loewe=7.39, Synergy_HSA=7.26. Drug 2: C1=CC=C(C(=C1)C(C2=CC=C(C=C2)Cl)C(Cl)Cl)Cl. Cell line: HCC-2998. (2) Drug 1: C1=C(C(=O)NC(=O)N1)F. Drug 2: CS(=O)(=O)CCNCC1=CC=C(O1)C2=CC3=C(C=C2)N=CN=C3NC4=CC(=C(C=C4)OCC5=CC(=CC=C5)F)Cl. Cell line: K-562. Synergy scores: CSS=47.0, Synergy_ZIP=-6.05, Synergy_Bliss=-9.51, Synergy_Loewe=-10.4, Synergy_HSA=-8.90. (3) Drug 1: C1C(C(OC1N2C=NC3=C(N=C(N=C32)Cl)N)CO)O. Drug 2: C(=O)(N)NO. Cell line: MDA-MB-231. Synergy scores: CSS=31.0, Synergy_ZIP=-2.34, Synergy_Bliss=-3.34, Synergy_Loewe=-12.5, Synergy_HSA=-1.31. (4) Drug 1: CN1C(=O)N2C=NC(=C2N=N1)C(=O)N. Drug 2: CCC1(C2=C(COC1=O)C(=O)N3CC4=CC5=C(C=CC(=C5CN(C)C)O)N=C4C3=C2)O.Cl. Cell line: TK-10. Synergy scores: CSS=25.6, Synergy_ZIP=-8.56, Synergy_Bliss=-2.79, Synergy_Loewe=-36.3, Synergy_HSA=-2.83. (5) Drug 1: C1=CC(=CC=C1CCCC(=O)O)N(CCCl)CCCl. Drug 2: C1=NC2=C(N1)C(=S)N=CN2. Cell line: NCI-H322M. Synergy scores: CSS=-11.7, Synergy_ZIP=-10.4, Synergy_Bliss=-32.3, Synergy_Loewe=-71.8, Synergy_HSA=-34.2. (6) Drug 1: C1=CC(=CC=C1C#N)C(C2=CC=C(C=C2)C#N)N3C=NC=N3. Drug 2: C1=CC=C(C=C1)NC(=O)CCCCCCC(=O)NO. Cell line: SF-295. Synergy scores: CSS=7.13, Synergy_ZIP=-2.36, Synergy_Bliss=-4.32, Synergy_Loewe=-3.13, Synergy_HSA=-4.57. (7) Drug 1: CCN(CC)CCNC(=O)C1=C(NC(=C1C)C=C2C3=C(C=CC(=C3)F)NC2=O)C. Drug 2: C(CCl)NC(=O)N(CCCl)N=O. Cell line: SK-MEL-2. Synergy scores: CSS=31.5, Synergy_ZIP=-10.5, Synergy_Bliss=-8.00, Synergy_Loewe=-2.65, Synergy_HSA=-1.86. (8) Drug 1: C1CC(=O)NC(=O)C1N2CC3=C(C2=O)C=CC=C3N. Drug 2: C1=NC2=C(N1)C(=S)N=C(N2)N. Cell line: BT-549. Synergy scores: CSS=12.8, Synergy_ZIP=-7.08, Synergy_Bliss=-0.779, Synergy_Loewe=0.691, Synergy_HSA=1.32.